This data is from Full USPTO retrosynthesis dataset with 1.9M reactions from patents (1976-2016). The task is: Predict the reactants needed to synthesize the given product. (1) The reactants are: [C:1]([O:5][C:6](=[O:50])[N:7]([C@H:9]([C:11](=[O:49])[NH:12][C@@H:13]1[C:19](=[O:20])[N:18]([CH2:21][C:22]2[C:31]3[C:26](=[CH:27][CH:28]=[CH:29][CH:30]=3)[CH:25]=[CH:24][C:23]=2[O:32][CH3:33])[C:17]2[CH:34]=[CH:35][CH:36]=[CH:37][C:16]=2[N:15]([C:38](=[O:48])[C:39]2[CH:44]=[CH:43][C:42]([N+:45]([O-])=O)=[CH:41][CH:40]=2)[CH2:14]1)[CH3:10])[CH3:8])([CH3:4])([CH3:3])[CH3:2]. Given the product [C:1]([O:5][C:6](=[O:50])[N:7]([C@H:9]([C:11](=[O:49])[NH:12][C@@H:13]1[C:19](=[O:20])[N:18]([CH2:21][C:22]2[C:31]3[C:26](=[CH:27][CH:28]=[CH:29][CH:30]=3)[CH:25]=[CH:24][C:23]=2[O:32][CH3:33])[C:17]2[CH:34]=[CH:35][CH:36]=[CH:37][C:16]=2[N:15]([C:38](=[O:48])[C:39]2[CH:40]=[CH:41][C:42]([NH2:45])=[CH:43][CH:44]=2)[CH2:14]1)[CH3:10])[CH3:8])([CH3:2])([CH3:3])[CH3:4], predict the reactants needed to synthesize it. (2) Given the product [Cl:8][C:6]1[N:5]=[CH:4][N:3]=[C:2]([N:25]2[C:26]3[C:21](=[CH:20][C:19]([CH3:18])=[CH:28][CH:27]=3)[CH2:22][CH2:23][CH2:24]2)[N:7]=1, predict the reactants needed to synthesize it. The reactants are: Cl[C:2]1[N:7]=[C:6]([Cl:8])[N:5]=[CH:4][N:3]=1.CCN(C(C)C)C(C)C.[CH3:18][C:19]1[CH:20]=[C:21]2[C:26](=[CH:27][CH:28]=1)[NH:25][CH2:24][CH2:23][CH2:22]2. (3) Given the product [CH3:24][C:25]1[O:29][C:28]([C:30]2[CH:35]=[CH:34][CH:33]=[CH:32][CH:31]=2)=[N:27][C:26]=1[C:36]([NH:19][C:18]1[CH:20]=[CH:21][CH:22]=[CH:23][C:17]=1[C:15]1[S:14][C:11]2[C:10]([N:16]=1)=[CH:9][C:8]([CH2:7][N:4]1[CH2:5][CH2:6][O:1][CH2:2][CH2:3]1)=[CH:13][N:12]=2)=[O:37], predict the reactants needed to synthesize it. The reactants are: [O:1]1[CH2:6][CH2:5][N:4]([CH2:7][C:8]2[CH:9]=[C:10]3[N:16]=[C:15]([C:17]4[CH:23]=[CH:22][CH:21]=[CH:20][C:18]=4[NH2:19])[S:14][C:11]3=[N:12][CH:13]=2)[CH2:3][CH2:2]1.[CH3:24][C:25]1[O:29][C:28]([C:30]2[CH:35]=[CH:34][CH:33]=[CH:32][CH:31]=2)=[N:27][C:26]=1[C:36](O)=[O:37]. (4) Given the product [S:34]1[C:38]2[CH:39]=[CH:40][CH:41]=[CH:42][C:37]=2[N:36]=[C:35]1[NH:43][C:44]1[CH:45]=[CH:46][C:47]([C:50]2[CH:55]=[CH:54][C:53]([C:56](=[O:65])[CH2:57][C:58]([CH3:63])([CH3:64])[C:59]([OH:61])=[O:60])=[CH:52][CH:51]=2)=[CH:48][CH:49]=1, predict the reactants needed to synthesize it. The reactants are: NC1C=CC(C2C=CC(C(=O)CC(C)(C)C(OC)=O)=CC=2)=CC=1.ClC1SC2C=CC=CC=2N=1.[S:34]1[C:38]2[CH:39]=[CH:40][CH:41]=[CH:42][C:37]=2[N:36]=[C:35]1[NH:43][C:44]1[CH:49]=[CH:48][C:47]([C:50]2[CH:55]=[CH:54][C:53]([C:56](=[O:65])[CH2:57][C:58]([CH3:64])([CH3:63])[C:59]([O:61]C)=[O:60])=[CH:52][CH:51]=2)=[CH:46][CH:45]=1.[OH-].[Na+].Cl. (5) Given the product [CH3:19][O:18][C:15]1[CH:16]=[CH:17][C:12]([C:11]2[O:10][N:9]=[C:1]([C:2]3[CH:7]=[CH:6][CH:5]=[CH:4][CH:3]=3)[N:8]=2)=[CH:13][CH:14]=1, predict the reactants needed to synthesize it. The reactants are: [C:1](=[N:9][OH:10])([NH2:8])[C:2]1[CH:7]=[CH:6][CH:5]=[CH:4][CH:3]=1.[C:11](#N)[C:12]1[CH:17]=[CH:16][C:15]([O:18][CH3:19])=[CH:14][CH:13]=1.C(OCC)(=O)C.Cl. (6) Given the product [CH3:13][C:2]1[O:12][C:5]([C:6]2[CH:11]=[CH:10][CH:9]=[CH:8][CH:7]=2)=[N:4][CH:3]=1, predict the reactants needed to synthesize it. The reactants are: O=[C:2]([CH3:13])[CH2:3][NH:4][C:5](=[O:12])[C:6]1[CH:11]=[CH:10][CH:9]=[CH:8][CH:7]=1.C([O-])([O-])=O.[Na+].[Na+].